Dataset: Peptide-MHC class II binding affinity with 134,281 pairs from IEDB. Task: Regression. Given a peptide amino acid sequence and an MHC pseudo amino acid sequence, predict their binding affinity value. This is MHC class II binding data. (1) The peptide sequence is DMFFATVGFALGVFV. The MHC is DRB1_1101 with pseudo-sequence DRB1_1101. The binding affinity (normalized) is 0.115. (2) The peptide sequence is MIVDTISDFRAAIAN. The MHC is DRB1_0101 with pseudo-sequence DRB1_0101. The binding affinity (normalized) is 0.568. (3) The peptide sequence is EPGHLAPTGMFVAGA. The MHC is HLA-DQA10101-DQB10501 with pseudo-sequence HLA-DQA10101-DQB10501. The binding affinity (normalized) is 0.0279.